Dataset: Forward reaction prediction with 1.9M reactions from USPTO patents (1976-2016). Task: Predict the product of the given reaction. (1) Given the reactants [CH:1]1([CH2:4][O:5][C:6]2[CH:11]=[CH:10][C:9]([CH:12]([CH3:14])[CH3:13])=[CH:8][C:7]=2[C:15]2[C:16]3[N:23]([CH2:24][O:25][CH2:26][CH2:27][Si:28]([CH3:31])([CH3:30])[CH3:29])[C:22]([CH3:32])=[C:21]([C:33](O)=[O:34])[C:17]=3[N:18]=[CH:19][N:20]=2)[CH2:3][CH2:2]1.[NH2:36][C@H:37]1[CH2:42][CH2:41][C@H:40]([NH:43][C:44](=[O:50])[O:45][C:46]([CH3:49])([CH3:48])[CH3:47])[CH2:39][CH2:38]1, predict the reaction product. The product is: [C:46]([O:45][C:44](=[O:50])[NH:43][C@H:40]1[CH2:39][CH2:38][C@H:37]([NH:36][C:33]([C:21]2[C:17]3[N:18]=[CH:19][N:20]=[C:15]([C:7]4[CH:8]=[C:9]([CH:12]([CH3:14])[CH3:13])[CH:10]=[CH:11][C:6]=4[O:5][CH2:4][CH:1]4[CH2:2][CH2:3]4)[C:16]=3[N:23]([CH2:24][O:25][CH2:26][CH2:27][Si:28]([CH3:30])([CH3:31])[CH3:29])[C:22]=2[CH3:32])=[O:34])[CH2:42][CH2:41]1)([CH3:49])([CH3:47])[CH3:48]. (2) The product is: [CH3:1][O:2][C:3]1[CH:8]=[C:7]([O:9][CH3:10])[CH:6]=[CH:5][C:4]=1[C:11](=[O:23])[C:12]([C:13]1[CH:18]=[CH:17][C:16]([O:19][CH3:20])=[C:15]([O:21][CH3:22])[CH:14]=1)=[CH2:27]. Given the reactants [CH3:1][O:2][C:3]1[CH:8]=[C:7]([O:9][CH3:10])[CH:6]=[CH:5][C:4]=1[C:11](=[O:23])[CH2:12][C:13]1[CH:18]=[CH:17][C:16]([O:19][CH3:20])=[C:15]([O:21][CH3:22])[CH:14]=1.C=O.Cl.[CH3:27]NC.C(=O)([O-])[O-].[Na+].[Na+], predict the reaction product. (3) Given the reactants CS(O[CH:6]1[CH2:9][N:8]([C:10]([O:12][C:13]([CH3:16])([CH3:15])[CH3:14])=[O:11])[CH2:7]1)(=O)=O.[I-:17].[K+], predict the reaction product. The product is: [I:17][CH:6]1[CH2:9][N:8]([C:10]([O:12][C:13]([CH3:16])([CH3:15])[CH3:14])=[O:11])[CH2:7]1. (4) Given the reactants [CH:1]([CH:4]1[C:9]([O:10][CH3:11])=[N:8][CH2:7][C:6]([O:12][CH3:13])=[N:5]1)([CH3:3])[CH3:2].Cl[CH2:15][C:16]1[N:20]=[C:19]([C:21]2[CH:26]=[CH:25][CH:24]=[CH:23][CH:22]=2)[O:18][N:17]=1, predict the reaction product. The product is: [CH:1]([C@@H:4]1[C:9]([O:10][CH3:11])=[N:8][C@@H:7]([CH2:15][C:16]2[N:20]=[C:19]([C:21]3[CH:22]=[CH:23][CH:24]=[CH:25][CH:26]=3)[O:18][N:17]=2)[C:6]([O:12][CH3:13])=[N:5]1)([CH3:3])[CH3:2]. (5) The product is: [O:29]1[CH2:28][CH2:20][O:23][CH:4]1[C:5]1[CH:10]=[CH:9][CH:8]=[CH:7][C:6]=1[C:2]1[N:3]=[C:4]([N:12]2[CH2:17][CH2:16][N:15]([CH2:18][CH3:19])[CH2:14][CH2:13]2)[C:5]2[C:10]([CH:11]=1)=[CH:9][CH:8]=[CH:7][CH:6]=2. Given the reactants Cl[C:2]1[N:3]=[C:4]([N:12]2[CH2:17][CH2:16][N:15]([CH2:18][CH3:19])[CH2:14][CH2:13]2)[C:5]2[C:10]([CH:11]=1)=[CH:9][CH:8]=[CH:7][CH:6]=2.[C:20](=[O:23])([O-])[O-].[Cs+].[Cs+].CN(C)[CH:28]=[O:29], predict the reaction product.